From a dataset of Catalyst prediction with 721,799 reactions and 888 catalyst types from USPTO. Predict which catalyst facilitates the given reaction. (1) Reactant: [Cl:1][C:2]1[CH:12]=[CH:11][C:5]2[NH:6][C:7]([S:9][CH3:10])=[N:8][C:4]=2[C:3]=1[NH2:13].[C:14](Cl)(=[O:21])[C:15]1[CH:20]=[CH:19][CH:18]=[CH:17][CH:16]=1.C(N(CC)CC)C. Product: [Cl:1][C:2]1[CH:12]=[CH:11][C:5]2[NH:6][C:7]([S:9][CH3:10])=[N:8][C:4]=2[C:3]=1[NH:13][C:14](=[O:21])[C:15]1[CH:20]=[CH:19][CH:18]=[CH:17][CH:16]=1. The catalyst class is: 4. (2) The catalyst class is: 109. Product: [C:1]([O:5][C:6]([NH:8][C@@H:9]1[C@H:14]([NH:15][C:16]2[N:21]=[C:20]([C:42]3[S:41][C:40]4[N:36]([CH3:35])[N:37]=[C:38]([CH3:57])[C:39]=4[CH:43]=3)[C:19]3[C:23](=[O:33])[N:24]([C:26]([O:28][C:29]([CH3:32])([CH3:31])[CH3:30])=[O:27])[CH2:25][C:18]=3[C:17]=2[F:34])[CH2:13][CH2:12][O:11][CH2:10]1)=[O:7])([CH3:4])([CH3:3])[CH3:2]. Reactant: [C:1]([O:5][C:6]([NH:8][C@@H:9]1[C@H:14]([NH:15][C:16]2[N:21]=[C:20](Cl)[C:19]3[C:23](=[O:33])[N:24]([C:26]([O:28][C:29]([CH3:32])([CH3:31])[CH3:30])=[O:27])[CH2:25][C:18]=3[C:17]=2[F:34])[CH2:13][CH2:12][O:11][CH2:10]1)=[O:7])([CH3:4])([CH3:3])[CH3:2].[CH3:35][N:36]1[C:40]2[S:41][C:42]([Sn](CCCC)(CCCC)CCCC)=[CH:43][C:39]=2[C:38]([CH3:57])=[N:37]1. (3) Reactant: [C:1]([O:5][C:6]([NH:8][CH:9]([C:13]1[CH:18]=[CH:17][CH:16]=[C:15]([Cl:19])[CH:14]=1)[C:10]([OH:12])=O)=[O:7])([CH3:4])([CH3:3])[CH3:2].CN1CCOCC1.[C:27]([NH2:31])([CH3:30])([CH3:29])[CH3:28]. Product: [C:1]([O:5][C:6](=[O:7])[NH:8][CH:9]([C:10](=[O:12])[NH:31][C:27]([CH3:30])([CH3:29])[CH3:28])[C:13]1[CH:18]=[CH:17][CH:16]=[C:15]([Cl:19])[CH:14]=1)([CH3:2])([CH3:3])[CH3:4]. The catalyst class is: 1.